Dataset: Peptide-MHC class I binding affinity with 185,985 pairs from IEDB/IMGT. Task: Regression. Given a peptide amino acid sequence and an MHC pseudo amino acid sequence, predict their binding affinity value. This is MHC class I binding data. (1) The binding affinity (normalized) is 0.180. The peptide sequence is KFGNSINVK. The MHC is HLA-A03:01 with pseudo-sequence HLA-A03:01. (2) The peptide sequence is EDFEIFYNL. The MHC is HLA-A30:02 with pseudo-sequence HLA-A30:02. The binding affinity (normalized) is 0.213. (3) The peptide sequence is RYMSKTYNF. The MHC is HLA-A24:03 with pseudo-sequence HLA-A24:03. The binding affinity (normalized) is 1.00. (4) The peptide sequence is NMTSRMLLNR. The MHC is HLA-A33:01 with pseudo-sequence HLA-A33:01. The binding affinity (normalized) is 0.603. (5) The peptide sequence is PEDPVEVALY. The MHC is HLA-A24:02 with pseudo-sequence HLA-A24:02. The binding affinity (normalized) is 0. (6) The peptide sequence is LDLAIQQL. The MHC is Mamu-B01 with pseudo-sequence Mamu-B01. The binding affinity (normalized) is 0.372.